Task: Regression. Given two drug SMILES strings and cell line genomic features, predict the synergy score measuring deviation from expected non-interaction effect.. Dataset: NCI-60 drug combinations with 297,098 pairs across 59 cell lines (1) Drug 1: C1=CC(=C2C(=C1NCCNCCO)C(=O)C3=C(C=CC(=C3C2=O)O)O)NCCNCCO. Drug 2: C1=NC2=C(N=C(N=C2N1C3C(C(C(O3)CO)O)F)Cl)N. Cell line: HT29. Synergy scores: CSS=59.7, Synergy_ZIP=1.23, Synergy_Bliss=2.43, Synergy_Loewe=5.30, Synergy_HSA=4.49. (2) Drug 1: C1=CC(=CC=C1CCCC(=O)O)N(CCCl)CCCl. Drug 2: C1=NC2=C(N1)C(=S)N=CN2. Cell line: SK-MEL-5. Synergy scores: CSS=30.7, Synergy_ZIP=-12.4, Synergy_Bliss=-7.29, Synergy_Loewe=-5.79, Synergy_HSA=-4.12.